From a dataset of Forward reaction prediction with 1.9M reactions from USPTO patents (1976-2016). Predict the product of the given reaction. (1) Given the reactants C([O:3][C:4](=[O:27])[CH2:5][O:6][C:7]1[CH:12]=[CH:11][C:10](Br)=[CH:9][C:8]=1[C:14]([C:16]1[CH:17]=[N:18][N:19]([C:21]2[CH:26]=[CH:25][CH:24]=[CH:23][CH:22]=2)[CH:20]=1)=[O:15])C.[F:28][C:29]1[CH:30]=[C:31](B(O)O)[CH:32]=[C:33]([F:35])[CH:34]=1, predict the reaction product. The product is: [F:28][C:29]1[CH:30]=[C:31]([C:10]2[CH:11]=[CH:12][C:7]([O:6][CH2:5][C:4]([OH:3])=[O:27])=[C:8]([C:14]([C:16]3[CH:17]=[N:18][N:19]([C:21]4[CH:22]=[CH:23][CH:24]=[CH:25][CH:26]=4)[CH:20]=3)=[O:15])[CH:9]=2)[CH:32]=[C:33]([F:35])[CH:34]=1. (2) Given the reactants C[O:2][C:3](=[O:25])[C:4]1[CH:9]=[C:8]([C:10]2[CH:11]=[N:12][C:13]([C:18]([F:21])([F:20])[F:19])=[CH:14][C:15]=2[C:16]#[N:17])[C:7]([Cl:22])=[CH:6][C:5]=1[O:23][CH3:24].[OH-].C[Sn+](C)C, predict the reaction product. The product is: [Cl:22][C:7]1[C:8]([C:10]2[CH:11]=[N:12][C:13]([C:18]([F:19])([F:21])[F:20])=[CH:14][C:15]=2[C:16]#[N:17])=[CH:9][C:4]([C:3]([OH:25])=[O:2])=[C:5]([O:23][CH3:24])[CH:6]=1. (3) Given the reactants [Cl:1][C:2]1[CH:3]=[C:4]([CH:8]=[CH:9][C:10]=1[CH2:11][CH:12]([CH3:14])[CH3:13])[C:5]([OH:7])=O.O[NH:16][C:17](=[NH:26])[C:18]1[CH:23]=[CH:22][C:21]([CH2:24][OH:25])=[CH:20][CH:19]=1.O.ON1C2C=CC=CC=2N=N1, predict the reaction product. The product is: [Cl:1][C:2]1[CH:3]=[C:4]([C:5]2[O:7][N:26]=[C:17]([C:18]3[CH:23]=[CH:22][C:21]([CH2:24][OH:25])=[CH:20][CH:19]=3)[N:16]=2)[CH:8]=[CH:9][C:10]=1[CH2:11][CH:12]([CH3:14])[CH3:13]. (4) Given the reactants C([O:4][CH2:5][C:6]([CH3:46])([CH3:45])[CH2:7][N:8]1[C:14]2[CH:15]=[CH:16][C:17]([Cl:19])=[CH:18][C:13]=2[C@@H:12]([C:20]2[CH:25]=[CH:24][CH:23]=[C:22]([O:26][CH3:27])[C:21]=2[O:28][CH3:29])[O:11][C@H:10]([CH2:30][C:31]([NH:33][C:34]2[CH:42]=[CH:41][C:37]([C:38]([OH:40])=[O:39])=[CH:36][C:35]=2[CH3:43])=[O:32])[C:9]1=[O:44])(=O)C.[OH-].[Na+].C(O)C, predict the reaction product. The product is: [Cl:19][C:17]1[CH:16]=[CH:15][C:14]2[N:8]([CH2:7][C:6]([CH3:45])([CH3:46])[CH2:5][OH:4])[C:9](=[O:44])[C@@H:10]([CH2:30][C:31]([NH:33][C:34]3[CH:42]=[CH:41][C:37]([C:38]([OH:40])=[O:39])=[CH:36][C:35]=3[CH3:43])=[O:32])[O:11][C@H:12]([C:20]3[CH:25]=[CH:24][CH:23]=[C:22]([O:26][CH3:27])[C:21]=3[O:28][CH3:29])[C:13]=2[CH:18]=1.